From a dataset of Reaction yield outcomes from USPTO patents with 853,638 reactions. Predict the reaction yield, written as a fraction of the theoretical maximum amount of product (1.0 means a 100% yield; for example, 0.34 means a 34% yield). (1) The reactants are Cl[C:2]1[C:11]2[C:6](=[CH:7][C:8]([O:14][CH3:15])=[C:9]([O:12][CH3:13])[CH:10]=2)[N:5]=[CH:4][CH:3]=1.[OH:16][C:17]1[CH:18]=[C:19]2[C:24](=[CH:25][CH:26]=1)[N:23]=[CH:22][CH:21]=[CH:20]2. No catalyst specified. The product is [CH3:13][O:12][C:9]1[CH:10]=[C:11]2[C:6](=[CH:7][C:8]=1[O:14][CH3:15])[N:5]=[CH:4][CH:3]=[C:2]2[O:16][C:17]1[CH:18]=[C:19]2[C:24](=[CH:25][CH:26]=1)[N:23]=[CH:22][CH:21]=[CH:20]2. The yield is 0.460. (2) The reactants are [CH:1]([C:4]1[CH:9]=[CH:8][C:7]([CH:10]=[C:11]([CH3:14])[CH2:12]O)=[CH:6][CH:5]=1)([CH3:3])[CH3:2].P(Br)(Br)[Br:16].O. The catalyst is C(OC(C)C)(C)C. The product is [Br:16][CH2:12][C:11]([CH3:14])=[CH:10][C:7]1[CH:8]=[CH:9][C:4]([CH:1]([CH3:3])[CH3:2])=[CH:5][CH:6]=1. The yield is 0.910. (3) The product is [Cl:1][C:2]1[CH:10]=[C:6]([CH2:7][OH:8])[CH:5]=[N:4][CH:3]=1. The catalyst is C1COCC1.C(OCC)(=O)C. The reactants are [Cl:1][C:2]1[CH:3]=[N:4][CH:5]=[C:6]([CH:10]=1)[C:7](O)=[O:8].ClC(OC)=O.[H-].[Al+3].[Li+].[H-].[H-].[H-]. The yield is 0.760. (4) The reactants are CCN=C=NCCCN(C)C.[NH2:12][C:13]1[CH:21]=[CH:20][C:19]([F:22])=[CH:18][C:14]=1[C:15]([OH:17])=O.[NH2:23][C:24]1[CH:29]=[CH:28][C:27]([CH2:30][CH2:31][C:32]2[CH:41]=[CH:40][C:35]([C:36]([O:38][CH3:39])=[O:37])=[CH:34][CH:33]=2)=[CH:26][CH:25]=1. The catalyst is C(Cl)Cl.[Cl-].[NH4+]. The product is [NH2:12][C:13]1[CH:21]=[CH:20][C:19]([F:22])=[CH:18][C:14]=1[C:15]([NH:23][C:24]1[CH:25]=[CH:26][C:27]([CH2:30][CH2:31][C:32]2[CH:33]=[CH:34][C:35]([C:36]([O:38][CH3:39])=[O:37])=[CH:40][CH:41]=2)=[CH:28][CH:29]=1)=[O:17]. The yield is 0.440. (5) The yield is 0.680. The reactants are [CH3:1][C:2]1[N:7]=[C:6]([C:8]2[N:13]=[CH:12][C:11]3[CH:14]=[N:15][NH:16][C:10]=3[CH:9]=2)[CH:5]=[N:4][CH:3]=1.Br[C:18]1[N:23]=[C:22]([N:24]2[CH2:29][CH2:28][CH2:27][C@H:26]([NH:30]C(=O)OC(C)(C)C)[CH2:25]2)[C:21]([CH2:38][OH:39])=[CH:20][CH:19]=1. The product is [NH2:30][C@H:26]1[CH2:27][CH2:28][CH2:29][N:24]([C:22]2[C:21]([CH2:38][OH:39])=[CH:20][CH:19]=[C:18]([N:16]3[C:10]4[CH:9]=[C:8]([C:6]5[CH:5]=[N:4][CH:3]=[C:2]([CH3:1])[N:7]=5)[N:13]=[CH:12][C:11]=4[CH:14]=[N:15]3)[N:23]=2)[CH2:25]1. No catalyst specified.